This data is from Catalyst prediction with 721,799 reactions and 888 catalyst types from USPTO. The task is: Predict which catalyst facilitates the given reaction. (1) Reactant: [Cl:1][C:2]1[CH:3]=[C:4]([CH:18]=[CH:19][C:20]=1[Cl:21])[O:5][CH:6]1[CH2:11][CH2:10][N:9]([CH:12]2[CH2:17][CH2:16][NH:15][CH2:14][CH2:13]2)[CH2:8][CH2:7]1.[S:22](N)([NH2:25])(=[O:24])=[O:23]. Product: [Cl:1][C:2]1[CH:3]=[C:4]([CH:18]=[CH:19][C:20]=1[Cl:21])[O:5][CH:6]1[CH2:7][CH2:8][N:9]([CH:12]2[CH2:13][CH2:14][N:15]([S:22]([NH2:25])(=[O:24])=[O:23])[CH2:16][CH2:17]2)[CH2:10][CH2:11]1. The catalyst class is: 12. (2) Reactant: [NH2:1][C:2]1[N:7]=[C:6]([C:8]([O:10][CH2:11][CH3:12])=[O:9])[CH:5]=[CH:4][CH:3]=1.[C:13](O[C:13]([O:15][C:16]([CH3:19])([CH3:18])[CH3:17])=[O:14])([O:15][C:16]([CH3:19])([CH3:18])[CH3:17])=[O:14].C(N(CC)CC)C.O1CCCC1. Product: [C:16]([O:15][C:13]([NH:1][C:2]1[N:7]=[C:6]([C:8]([O:10][CH2:11][CH3:12])=[O:9])[CH:5]=[CH:4][CH:3]=1)=[O:14])([CH3:19])([CH3:18])[CH3:17]. The catalyst class is: 6. (3) Reactant: [F:1][C:2]1[CH:3]=[C:4]([CH:7]=[CH:8][C:9]=1[OH:10])[C:5]#[N:6].O.C(=O)([O-])[O-].[Cs+].[Cs+].Cl[C:19]([F:24])([F:23])C([O-])=O.[Na+]. Product: [F:23][CH:19]([F:24])[O:10][C:9]1[CH:8]=[CH:7][C:4]([C:5]#[N:6])=[CH:3][C:2]=1[F:1]. The catalyst class is: 9. (4) Reactant: [F:1][C:2]1[CH:3]=[C:4]([CH2:9][C:10]([C:12]2[CH:17]=[C:16]([OH:18])[CH:15]=[CH:14][C:13]=2[OH:19])=[O:11])[CH:5]=[C:6]([F:8])[CH:7]=1.[CH2:20]1[CH2:25][O:24][CH:23]=[CH:22][CH2:21]1.CC1C=CC(S([O-])(=O)=O)=CC=1.C1C=C[NH+]=CC=1. Product: [F:1][C:2]1[CH:3]=[C:4]([CH2:9][C:10]([C:12]2[CH:17]=[C:16]([O:18][CH:23]3[CH2:22][CH2:21][CH2:20][CH2:25][O:24]3)[CH:15]=[CH:14][C:13]=2[OH:19])=[O:11])[CH:5]=[C:6]([F:8])[CH:7]=1. The catalyst class is: 2. (5) Reactant: ClC(OC(Cl)C)=O.C([N:15]1[CH2:24][CH2:23][C:22]2[C:21]([NH:25][C:26]3[CH:31]=[CH:30][C:29]([C:32]([F:35])([F:34])[F:33])=[CH:28][CH:27]=3)=[N:20][C:19]([CH2:36][O:37][CH3:38])=[N:18][C:17]=2[CH2:16]1)C1C=CC=CC=1.C(N(C(C)C)CC)(C)C. Product: [F:35][C:32]([F:33])([F:34])[C:29]1[CH:30]=[CH:31][C:26]([NH:25][C:21]2[C:22]3[CH2:23][CH2:24][NH:15][CH2:16][C:17]=3[N:18]=[C:19]([CH2:36][O:37][CH3:38])[N:20]=2)=[CH:27][CH:28]=1. The catalyst class is: 26. (6) Product: [NH2:23][C:3]1[CH:4]=[C:5]2[C:9](=[CH:10][C:2]=1[NH2:1])[N:8]([CH2:11][CH2:12][CH2:13][N:14]1[CH2:15][CH2:16][O:17][CH2:18][CH2:19]1)[C:7](=[O:20])[C:6]2([CH3:22])[CH3:21]. Reactant: [NH2:1][C:2]1[CH:10]=[C:9]2[C:5]([C:6]([CH3:22])([CH3:21])[C:7](=[O:20])[N:8]2[CH2:11][CH2:12][CH2:13][N:14]2[CH2:19][CH2:18][O:17][CH2:16][CH2:15]2)=[CH:4][C:3]=1[N+:23]([O-])=O. The catalyst class is: 312.